From a dataset of Catalyst prediction with 721,799 reactions and 888 catalyst types from USPTO. Predict which catalyst facilitates the given reaction. Reactant: [F:1][C:2]1[CH:7]=[CH:6][C:5]([OH:8])=[CH:4][CH:3]=1.N1C=CN=C1.[CH3:14][C:15]([Si:18](Cl)([CH3:20])[CH3:19])([CH3:17])[CH3:16]. Product: [C:15]([Si:18]([O:8][C:5]1[CH:6]=[CH:7][C:2]([F:1])=[CH:3][CH:4]=1)([CH3:20])[CH3:19])([CH3:17])([CH3:16])[CH3:14]. The catalyst class is: 3.